The task is: Predict the product of the given reaction.. This data is from Forward reaction prediction with 1.9M reactions from USPTO patents (1976-2016). (1) Given the reactants [NH2:1][CH:2]([CH2:6][NH2:7])[C:3]([OH:5])=[O:4].[CH3:8][C:9](=O)[C:10](=O)[CH3:11].[OH-].[Na+], predict the reaction product. The product is: [CH3:8][C:9]1[N:7]=[CH:6][C:2]([C:3]([OH:5])=[O:4])=[N:1][C:10]=1[CH3:11]. (2) Given the reactants [Cl:1][C:2]1[CH:3]=[C:4]([C:8]2[N:13]=[C:12]([NH:14][C:15]3[CH:20]=[CH:19][C:18]([CH:21]([C:27]([F:30])([F:29])[F:28])[C:22](OCC)=[O:23])=[CH:17][CH:16]=3)[CH:11]=[C:10]([CH2:31][CH3:32])[N:9]=2)[CH:5]=[CH:6][CH:7]=1.CC(C[AlH]CC(C)C)C, predict the reaction product. The product is: [Cl:1][C:2]1[CH:3]=[C:4]([C:8]2[N:13]=[C:12]([NH:14][C:15]3[CH:16]=[CH:17][C:18]([CH:21]([C:27]([F:28])([F:29])[F:30])[CH2:22][OH:23])=[CH:19][CH:20]=3)[CH:11]=[C:10]([CH2:31][CH3:32])[N:9]=2)[CH:5]=[CH:6][CH:7]=1. (3) Given the reactants C[O:2][C:3]([C:5]1([C:8]2[CH:9]=[CH:10][C:11]3[O:15][C:14](=[O:16])[NH:13][C:12]=3[CH:17]=2)[CH2:7][CH2:6]1)=[O:4].O[Li].O, predict the reaction product. The product is: [O:16]=[C:14]1[NH:13][C:12]2[CH:17]=[C:8]([C:5]3([C:3]([OH:4])=[O:2])[CH2:7][CH2:6]3)[CH:9]=[CH:10][C:11]=2[O:15]1. (4) The product is: [F:14][C:15]1[CH:20]=[CH:19][C:18]([C:21]([N:23]2[CH2:24][CH2:25][CH2:26][C@H:27]([N:12]3[N:11]=[N:10][C:9]([C:6]4[CH:7]=[CH:8][C:3]([O:2][CH3:1])=[CH:4][CH:5]=4)=[N:13]3)[CH2:28]2)=[O:22])=[CH:17][CH:16]=1. Given the reactants [CH3:1][O:2][C:3]1[CH:8]=[CH:7][C:6]([C:9]2[NH:13][N:12]=[N:11][N:10]=2)=[CH:5][CH:4]=1.[F:14][C:15]1[CH:20]=[CH:19][C:18]([C:21]([N:23]2[CH2:28][CH2:27][CH2:26][C@@H:25](O)[CH2:24]2)=[O:22])=[CH:17][CH:16]=1, predict the reaction product.